Dataset: Reaction yield outcomes from USPTO patents with 853,638 reactions. Task: Predict the reaction yield, written as a fraction of the theoretical maximum amount of product (1.0 means a 100% yield; for example, 0.34 means a 34% yield). (1) The reactants are [C:8](O[C:8]([C:10]([F:13])([F:12])[F:11])=[O:9])([C:10]([F:13])([F:12])[F:11])=[O:9].[N:14]1[N:18]2[CH:19]=[CH:20][C:21]([NH2:23])=[CH:22][C:17]2=[CH:16][CH:15]=1. The catalyst is C(Cl)Cl. The product is [F:13][C:10]([F:11])([F:12])[C:8]([NH:23][C:21]1[CH:20]=[CH:19][N:18]2[N:14]=[CH:15][CH:16]=[C:17]2[CH:22]=1)=[O:9]. The yield is 0.490. (2) The reactants are Br[C:2]1[CH:8]=[CH:7][C:5]([NH2:6])=[C:4]([CH3:9])[CH:3]=1.[CH3:10][PH:11](=[O:13])[CH3:12].P([O-])([O-])([O-])=O.[K+].[K+].[K+]. The catalyst is CN(C=O)C.C([O-])(=O)C.[Pd+2].C([O-])(=O)C.CC1(C)C2C(=C(P(C3C=CC=CC=3)C3C=CC=CC=3)C=CC=2)OC2C(P(C3C=CC=CC=3)C3C=CC=CC=3)=CC=CC1=2. The product is [CH3:10][P:11]([C:2]1[CH:8]=[CH:7][C:5]([NH2:6])=[C:4]([CH3:9])[CH:3]=1)([CH3:12])=[O:13]. The yield is 0.850. (3) The reactants are [S:1]([NH:5][C:6]1[CH:13]=[CH:12][CH:11]=[C:10]([O:14][CH2:15][C@H:16]2[CH2:21][CH2:20][CH2:19][N:18]([C:22](=[O:26])[CH2:23][CH2:24][CH3:25])[CH2:17]2)[C:7]=1[C:8]#[N:9])(=[O:4])(=[O:3])[NH2:2].[OH-].[Na+].Cl. The catalyst is CCO. The product is [NH2:9][C:8]1[C:7]2[C:10]([O:14][CH2:15][C@H:16]3[CH2:21][CH2:20][CH2:19][N:18]([C:22](=[O:26])[CH2:23][CH2:24][CH3:25])[CH2:17]3)=[CH:11][CH:12]=[CH:13][C:6]=2[NH:5][S:1](=[O:3])(=[O:4])[N:2]=1. The yield is 0.630. (4) The reactants are CS(C1C=CC(N2CCCC2)=C(C=1)C(O)=O)(=O)=O.Cl[C:20]1[CH:28]=[CH:27][C:26]([S:29](=[O:34])(=[O:33])[NH:30][CH2:31][CH3:32])=[CH:25][C:21]=1[C:22]([OH:24])=[O:23].[NH:35]1[CH2:40][CH2:39][O:38][CH2:37][CH2:36]1. No catalyst specified. The product is [CH2:31]([NH:30][S:29]([C:26]1[CH:27]=[CH:28][C:20]([N:35]2[CH2:40][CH2:39][O:38][CH2:37][CH2:36]2)=[C:21]([CH:25]=1)[C:22]([OH:24])=[O:23])(=[O:34])=[O:33])[CH3:32]. The yield is 0.420. (5) The reactants are [C:1]([C:3]1[CH:8]=[CH:7][CH:6]=[CH:5][C:4]=1B(O)O)#[N:2].FC(F)(F)S(O[C:18]1[CH:23]=[C:22]([C:24]2[N:29]3[N:30]=[C:31]([NH:33][C:34]4[CH:39]=[CH:38][C:37]([C:40](=[O:43])[NH:41][CH3:42])=[CH:36][CH:35]=4)[N:32]=[C:28]3[CH:27]=[CH:26][CH:25]=2)[CH:21]=[C:20]([Cl:44])[CH:19]=1)(=O)=O.C(=O)([O-])[O-].[Na+].[Na+].O. The catalyst is CN(C)C=O.[Pd](Cl)Cl.C1(P(C2C=CC=CC=2)[C-]2C=CC=C2)C=CC=CC=1.[C-]1(P(C2C=CC=CC=2)C2C=CC=CC=2)C=CC=C1.[Fe+2]. The product is [Cl:44][C:20]1[CH:21]=[C:22]([C:24]2[N:29]3[N:30]=[C:31]([NH:33][C:34]4[CH:35]=[CH:36][C:37]([C:40]([NH:41][CH3:42])=[O:43])=[CH:38][CH:39]=4)[N:32]=[C:28]3[CH:27]=[CH:26][CH:25]=2)[CH:23]=[C:18]([C:4]2[CH:5]=[CH:6][CH:7]=[CH:8][C:3]=2[C:1]#[N:2])[CH:19]=1. The yield is 0.720. (6) The reactants are [Cl:1][C:2]1[CH:3]=[CH:4][C:5]([CH:24]=[O:25])=[C:6]2[C:10]=1[N:9]=[C:8]1[N:11]([C:15]3[C:16]([CH3:23])=[N:17][C:18]([O:21][CH3:22])=[CH:19][CH:20]=3)[CH2:12][CH2:13][CH2:14][N:7]21.C[Si](C)(C)[C:28]([F:31])([F:30])[F:29].[F-].C([N+](CCCC)(CCCC)CCCC)CCC.Cl. The catalyst is O1CCCC1. The product is [Cl:1][C:2]1[C:10]2[N:9]=[C:8]3[N:11]([C:15]4[C:16]([CH3:23])=[N:17][C:18]([O:21][CH3:22])=[CH:19][CH:20]=4)[CH2:12][CH2:13][CH2:14][N:7]3[C:6]=2[C:5]([CH:24]([OH:25])[C:28]([F:31])([F:30])[F:29])=[CH:4][CH:3]=1. The yield is 0.940. (7) The reactants are [Cl:1][C:2]1[C:11]2[C:6](=[CH:7][CH:8]=[CH:9][CH:10]=2)[N:5]=[CH:4][C:3]=1[CH:12]=[O:13].[BH4-].[Na+].[Cl-].[NH4+]. The catalyst is CO. The product is [Cl:1][C:2]1[C:11]2[C:6](=[CH:7][CH:8]=[CH:9][CH:10]=2)[N:5]=[CH:4][C:3]=1[CH2:12][OH:13]. The yield is 0.850. (8) The reactants are C[C:2]1[CH:3]=[CH:4][C:5]2[C:6]3[C:11]([CH:12]([NH2:17])[N:13](C)[C:14]=2[CH:15]=1)=[CH:10][CH:9]=[CH:8][CH:7]=3.[C:18](Cl)(=O)C.C(=O)(O)[O-].[Na+].C(Cl)Cl.[CH:30](O)([CH3:32])[CH3:31]. The catalyst is O. The product is [CH3:31][C:30]1[C:32]2[N:13]3[CH:14]=[CH:15][N:17]=[C:12]3[C:11]3[CH:10]=[CH:9][CH:8]=[CH:7][C:6]=3[C:5]=2[CH:4]=[C:3]([CH3:2])[CH:18]=1. The yield is 0.400.